From a dataset of Reaction yield outcomes from USPTO patents with 853,638 reactions. Predict the reaction yield, written as a fraction of the theoretical maximum amount of product (1.0 means a 100% yield; for example, 0.34 means a 34% yield). The reactants are [CH3:1][C:2]([C:9]([OH:11])=[O:10])([CH2:4][CH2:5][C:6]([OH:8])=[O:7])[NH2:3].Cl[C:13]([O:15][CH2:16][C:17]1[CH:22]=[CH:21][CH:20]=[CH:19][CH:18]=1)=[O:14]. The catalyst is [OH-].[Na+]. The product is [CH2:16]([O:15][C:13]([NH:3][C@:2]([CH3:1])([C:9]([OH:11])=[O:10])[CH2:4][CH2:5][C:6]([OH:8])=[O:7])=[O:14])[C:17]1[CH:22]=[CH:21][CH:20]=[CH:19][CH:18]=1. The yield is 0.830.